From a dataset of Catalyst prediction with 721,799 reactions and 888 catalyst types from USPTO. Predict which catalyst facilitates the given reaction. Reactant: [F:1][C:2]1[C:7]([F:8])=[CH:6][CH:5]=[CH:4][C:3]=1[NH:9][C:10]1[CH:15]=[CH:14][N:13]=[CH:12][C:11]=1[NH:16][C:17]([C:19]1[C:20]([NH:25][C:26]([CH3:29])([CH3:28])[CH3:27])=[N:21][CH:22]=[CH:23][CH:24]=1)=O.COC1C=CC(P2(=S)SP(=S)(C3C=CC(OC)=CC=3)S2)=CC=1. Product: [C:26]([NH:25][C:20]1[C:19]([C:17]2[N:9]([C:3]3[CH:4]=[CH:5][CH:6]=[C:7]([F:8])[C:2]=3[F:1])[C:10]3[CH:15]=[CH:14][N:13]=[CH:12][C:11]=3[N:16]=2)=[CH:24][CH:23]=[CH:22][N:21]=1)([CH3:29])([CH3:28])[CH3:27]. The catalyst class is: 12.